From a dataset of Full USPTO retrosynthesis dataset with 1.9M reactions from patents (1976-2016). Predict the reactants needed to synthesize the given product. (1) Given the product [Cl-:1].[F:17][C:15]1[CH:14]=[CH:13][C:5]2[C:6]([NH:18][C@@H:19]3[CH2:24][CH2:23][CH2:22][NH2+:21][CH2:20]3)=[N:7][C:8]3[CH:9]=[CH:10][NH:11][C:2](=[O:33])[C:3]=3[C:4]=2[CH:16]=1, predict the reactants needed to synthesize it. The reactants are: [Cl:1][C:2]1[N:11]=[CH:10][CH:9]=[C:8]2[C:3]=1[C:4]1[CH:16]=[C:15]([F:17])[CH:14]=[CH:13][C:5]=1[C:6](Cl)=[N:7]2.[NH2:18][C@@H:19]1[CH2:24][CH2:23][CH2:22][N:21](C(OC(C)(C)C)=O)[CH2:20]1.Cl.[O:33]1CCOCC1. (2) Given the product [N:22]1([C:27]2[CH:28]=[C:29]([NH:30][C:13]([C:11]3[CH2:10][CH2:9][O:8][C:7]4[C:2]([Cl:1])=[CH:3][CH:4]=[CH:5][C:6]=4[CH:12]=3)=[O:15])[CH:31]=[CH:32][CH:33]=2)[CH:26]=[CH:25][N:24]=[CH:23]1, predict the reactants needed to synthesize it. The reactants are: [Cl:1][C:2]1[C:7]2[O:8][CH2:9][CH2:10][C:11]([C:13]([OH:15])=O)=[CH:12][C:6]=2[CH:5]=[CH:4][CH:3]=1.C(Cl)(=O)C(Cl)=O.[N:22]1([C:27]2[CH:28]=[C:29]([CH:31]=[CH:32][CH:33]=2)[NH2:30])[CH:26]=[CH:25][N:24]=[CH:23]1. (3) Given the product [Cl:23][C:22]1[N:21]([CH3:24])[N:20]=[C:19]([CH3:25])[C:18]=1[CH2:17][S:8][C:6]1[N:5]=[C:4]([OH:9])[CH:3]=[C:2]([CH3:1])[N:7]=1, predict the reactants needed to synthesize it. The reactants are: [CH3:1][C:2]1[N:7]=[C:6]([SH:8])[N:5]=[C:4]([OH:9])[CH:3]=1.C(=O)([O-])[O-].[K+].[K+].Br[CH2:17][C:18]1[C:19]([CH3:25])=[N:20][N:21]([CH3:24])[C:22]=1[Cl:23]. (4) Given the product [Cl:29][C:25]1[CH:26]=[CH:27][C:28]2[C:13](=[O:14])[C:15]3=[N:16][CH:17]=[CH:18][CH:19]=[C:20]3[CH2:21][CH2:22][C:23]=2[CH:24]=1, predict the reactants needed to synthesize it. The reactants are: P(Cl)(Cl)(Cl)=O.C1(N[C:13]([C:15]2[C:20]([CH2:21][CH2:22][C:23]3[CH:28]=[CH:27][CH:26]=[C:25]([Cl:29])[CH:24]=3)=[CH:19][CH:18]=[CH:17][N:16]=2)=[O:14])C=CC=CC=1.O.